From a dataset of Forward reaction prediction with 1.9M reactions from USPTO patents (1976-2016). Predict the product of the given reaction. (1) Given the reactants [S:1]1[CH2:6][CH2:5][CH2:4][S:3][CH:2]1[Si](C)(C)C.C([Li])CCC.[CH3:16][C:17]1([CH3:24])[CH2:22][CH2:21][CH2:20][C:19](=O)[CH2:18]1, predict the reaction product. The product is: [CH3:16][C:17]1([CH3:24])[CH2:22][CH2:21][CH2:20][C:19](=[C:2]2[S:3][CH2:4][CH2:5][CH2:6][S:1]2)[CH2:18]1. (2) Given the reactants [F:1][C:2]([F:16])([F:15])[C:3]1[C:4]2[CH2:14][CH2:13][CH2:12][C:5]=2[N:6]([CH2:8][C:9]([OH:11])=O)[N:7]=1.CCN(CC)CC.CN(C(ON1N=NC2C=CC=NC1=2)=[N+](C)C)C.F[P-](F)(F)(F)(F)F.[F:48][C:49]1[CH:54]=[CH:53][C:52]([N:55]2[C:63]3[CH2:62][CH2:61][CH2:60][NH:59][C:58]=3[CH:57]=[N:56]2)=[CH:51][CH:50]=1, predict the reaction product. The product is: [F:48][C:49]1[CH:50]=[CH:51][C:52]([N:55]2[C:63]3[CH2:62][CH2:61][CH2:60][N:59]([C:9](=[O:11])[CH2:8][N:6]4[C:5]5[CH2:12][CH2:13][CH2:14][C:4]=5[C:3]([C:2]([F:1])([F:16])[F:15])=[N:7]4)[C:58]=3[CH:57]=[N:56]2)=[CH:53][CH:54]=1. (3) The product is: [C:8]([C:12]1[CH:13]=[C:14]([NH:23][C:24](=[O:32])[NH:33][C:34]2[C:43]3[C:38](=[CH:39][CH:40]=[CH:41][CH:42]=3)[C:37]([O:44][C:45]3[CH:50]=[CH:49][N:48]=[C:47]([NH:51][C:52]4[CH:61]=[CH:60][C:55]([C:56]([O:58][CH3:59])=[O:57])=[C:54]([O:62][CH3:63])[CH:53]=4)[CH:46]=3)=[CH:36][CH:35]=2)[CH:15]=[C:16]([NH:18][S:19]([CH3:22])(=[O:20])=[O:21])[CH:17]=1)([CH3:9])([CH3:10])[CH3:11]. Given the reactants C(N(CC)CC)C.[C:8]([C:12]1[CH:13]=[C:14]([NH:23][C:24](=[O:32])OC2C=CC=CC=2)[CH:15]=[C:16]([NH:18][S:19]([CH3:22])(=[O:21])=[O:20])[CH:17]=1)([CH3:11])([CH3:10])[CH3:9].[NH2:33][C:34]1[C:43]2[C:38](=[CH:39][CH:40]=[CH:41][CH:42]=2)[C:37]([O:44][C:45]2[CH:50]=[CH:49][N:48]=[C:47]([NH:51][C:52]3[CH:61]=[CH:60][C:55]([C:56]([O:58][CH3:59])=[O:57])=[C:54]([O:62][CH3:63])[CH:53]=3)[CH:46]=2)=[CH:36][CH:35]=1, predict the reaction product. (4) Given the reactants Br[C:2]1[CH:11]=[CH:10][C:9]2[NH:8][C:7](=[O:12])[C:6]3[N:13]([CH2:16][C:17]4[CH:22]=[CH:21][C:20]([O:23][CH3:24])=[CH:19][CH:18]=4)[N:14]=[CH:15][C:5]=3[C:4]=2[CH:3]=1.[N:25]1[CH:30]=[CH:29][CH:28]=[C:27](B(O)O)[CH:26]=1.C([O-])([O-])=O.[K+].[K+], predict the reaction product. The product is: [CH3:24][O:23][C:20]1[CH:21]=[CH:22][C:17]([CH2:16][N:13]2[C:6]3[C:7](=[O:12])[NH:8][C:9]4[CH:10]=[CH:11][C:2]([C:27]5[CH:26]=[N:25][CH:30]=[CH:29][CH:28]=5)=[CH:3][C:4]=4[C:5]=3[CH:15]=[N:14]2)=[CH:18][CH:19]=1. (5) Given the reactants [OH:1][C@H:2]1[CH2:22][CH2:21][C@@:20]2([CH3:23])[C:4](=[CH:5][CH2:6][C@@H:7]3[C@@H:19]2[CH2:18][CH2:17][C@@:16]2([CH3:24])[C@H:8]3[CH2:9][CH2:10][C@@H:11]2[C:12](=[N:14][OH:15])[CH3:13])[CH2:3]1.Cl.Cl[CH2:27][CH2:28][N:29]1[CH2:34][CH2:33][CH2:32][CH2:31][CH2:30]1.[H-].[Na+], predict the reaction product. The product is: [N:29]1([CH2:28][CH2:27][O:15][N:14]=[C:12]([C@@H:11]2[C@:16]3([CH3:24])[C@H:8]([C@H:7]4[C@H:19]([CH2:18][CH2:17]3)[C@:20]3([CH3:23])[C:4]([CH2:3][C@@H:2]([OH:1])[CH2:22][CH2:21]3)=[CH:5][CH2:6]4)[CH2:9][CH2:10]2)[CH3:13])[CH2:34][CH2:33][CH2:32][CH2:31][CH2:30]1. (6) Given the reactants [CH2:1]([N:8]1[C:16]2[C:11](=[CH:12][CH:13]=[CH:14][CH:15]=2)[C:10]([C:17]2[CH:22]=[CH:21][C:20]([CH2:23][OH:24])=[CH:19][CH:18]=2)=[N:9]1)[C:2]1[CH:7]=[CH:6][CH:5]=[CH:4][CH:3]=1.[C:25]1(=[O:31])[O:30][C:28](=[O:29])[CH2:27][CH2:26]1, predict the reaction product. The product is: [CH2:1]([N:8]1[C:16]2[C:11](=[CH:12][CH:13]=[CH:14][CH:15]=2)[C:10]([C:17]2[CH:18]=[CH:19][C:20]([CH2:23][O:24][C:25](=[O:31])[CH2:26][CH2:27][C:28]([OH:30])=[O:29])=[CH:21][CH:22]=2)=[N:9]1)[C:2]1[CH:3]=[CH:4][CH:5]=[CH:6][CH:7]=1. (7) Given the reactants C[C:2]([CH3:5])([O-:4])C.[K+].[CH:7]1([CH2:10][O:11][CH2:12][C:13]2[N:18]=[C:17]3[N:19]([CH2:22][CH3:23])[N:20]=[CH:21][C:16]3=[C:15]([C:24]3[CH:25]=[N:26][CH:27]=[C:28]([CH3:30])[CH:29]=3)[C:14]=2[CH:31]=O)[CH2:9][CH2:8]1.C1C[O:36][CH2:35][CH2:34]1, predict the reaction product. The product is: [CH:7]1([CH2:10][O:11][CH2:12][C:13]2[N:18]=[C:17]3[N:19]([CH2:22][CH3:23])[N:20]=[CH:21][C:16]3=[C:15]([C:24]3[CH:25]=[N:26][CH:27]=[C:28]([CH3:30])[CH:29]=3)[C:14]=2/[CH:31]=[CH:34]/[C:35]([O:4][CH2:2][CH3:5])=[O:36])[CH2:8][CH2:9]1. (8) Given the reactants [CH2:1]([N:4]([CH2:15][CH:16]=[CH2:17])[S:5]([C:8]1[CH:9]=[N:10][CH:11]=[CH:12][C:13]=1[NH2:14])(=[O:7])=[O:6])[CH:2]=[CH2:3].[Cl:18][C:19]1[CH:24]=[CH:23][C:22](/[CH:25]=[CH:26]/[S:27](Cl)(=[O:29])=[O:28])=[C:21]([O:31][CH3:32])[CH:20]=1, predict the reaction product. The product is: [CH2:15]([N:4]([CH2:1][CH:2]=[CH2:3])[S:5]([C:8]1[CH:9]=[N:10][CH:11]=[CH:12][C:13]=1[NH:14][S:27](/[CH:26]=[CH:25]/[C:22]1[CH:23]=[CH:24][C:19]([Cl:18])=[CH:20][C:21]=1[O:31][CH3:32])(=[O:28])=[O:29])(=[O:7])=[O:6])[CH:16]=[CH2:17].